The task is: Predict the reaction yield, written as a fraction of the theoretical maximum amount of product (1.0 means a 100% yield; for example, 0.34 means a 34% yield).. This data is from Reaction yield outcomes from USPTO patents with 853,638 reactions. (1) The product is [Cl:1][C:2]1[CH:8]=[CH:7][C:6]([N+:9]([O-:11])=[O:10])=[CH:5][C:3]=1[S:19][C:17]#[N:18]. The yield is 0.420. The reactants are [Cl:1][C:2]1[CH:8]=[CH:7][C:6]([N+:9]([O-:11])=[O:10])=[CH:5][C:3]=1N.Cl.N([O-])=O.[Na+].[C:17]([S-:19])#[N:18].[K+]. The catalyst is O. (2) The reactants are C([N-]C(C)C)(C)C.[Li+].[Cl:9][C:10]1[C:15]([F:16])=[CH:14][CH:13]=[CH:12][N:11]=1.[I:17]I. The catalyst is O1CCCC1. The product is [Cl:9][C:10]1[C:15]([F:16])=[C:14]([I:17])[CH:13]=[CH:12][N:11]=1. The yield is 1.00. (3) The reactants are [N+:1]([C:4]1[N:5]=[N:6][NH:7][CH:8]=1)([O-:3])=[O:2].[H-].[Na+].Cl[CH2:12][O:13][CH2:14][CH2:15][Si:16]([CH3:19])([CH3:18])[CH3:17]. The catalyst is C1COCC1. The product is [N+:1]([C:4]1[CH:8]=[N:7][N:6]([CH2:12][O:13][CH2:14][CH2:15][Si:16]([CH3:19])([CH3:18])[CH3:17])[N:5]=1)([O-:3])=[O:2]. The yield is 0.560.